From a dataset of Merck oncology drug combination screen with 23,052 pairs across 39 cell lines. Regression. Given two drug SMILES strings and cell line genomic features, predict the synergy score measuring deviation from expected non-interaction effect. (1) Drug 1: CCC1=CC2CN(C1)Cc1c([nH]c3ccccc13)C(C(=O)OC)(c1cc3c(cc1OC)N(C)C1C(O)(C(=O)OC)C(OC(C)=O)C4(CC)C=CCN5CCC31C54)C2. Drug 2: CC1(c2nc3c(C(N)=O)cccc3[nH]2)CCCN1. Cell line: ZR751. Synergy scores: synergy=-18.1. (2) Drug 1: Cn1c(=O)n(-c2ccc(C(C)(C)C#N)cc2)c2c3cc(-c4cnc5ccccc5c4)ccc3ncc21. Drug 2: Cn1cc(-c2cnn3c(N)c(Br)c(C4CCCNC4)nc23)cn1. Cell line: LNCAP. Synergy scores: synergy=-109. (3) Drug 1: N.N.O=C(O)C1(C(=O)O)CCC1.[Pt]. Drug 2: NC(=O)c1cccc2cn(-c3ccc(C4CCCNC4)cc3)nc12. Cell line: NCIH520. Synergy scores: synergy=1.54. (4) Drug 1: CN(C)C(=N)N=C(N)N. Drug 2: CCN(CC)CCNC(=O)c1c(C)[nH]c(C=C2C(=O)Nc3ccc(F)cc32)c1C. Cell line: MSTO. Synergy scores: synergy=1.64.